Dataset: Forward reaction prediction with 1.9M reactions from USPTO patents (1976-2016). Task: Predict the product of the given reaction. (1) Given the reactants [CH3:1][C:2]1([C:21](O)=[O:22])[O:7][CH2:6][CH:5]([CH2:8][C:9]2[N:10]=[C:11]([C:15]3[CH:20]=[CH:19][CH:18]=[CH:17][CH:16]=3)[O:12][C:13]=2[CH3:14])[CH2:4][O:3]1.Cl.[CH2:25]([O:32][NH2:33])[C:26]1[CH:31]=[CH:30][CH:29]=[CH:28][CH:27]=1.C1C=CC2N(O)N=NC=2C=1.CCN=C=NCCCN(C)C.C(N1CCOCC1)C, predict the reaction product. The product is: [CH2:25]([O:32][NH:33][C:21]([C:2]1([CH3:1])[O:7][CH2:6][CH:5]([CH2:8][C:9]2[N:10]=[C:11]([C:15]3[CH:20]=[CH:19][CH:18]=[CH:17][CH:16]=3)[O:12][C:13]=2[CH3:14])[CH2:4][O:3]1)=[O:22])[C:26]1[CH:31]=[CH:30][CH:29]=[CH:28][CH:27]=1. (2) Given the reactants [CH2:1]([C:8]1[C:16]2[C:11](=[CH:12][CH:13]=[C:14]([Br:17])[CH:15]=2)[NH:10][C:9]=1[CH3:18])[C:2]1[CH:7]=[CH:6][CH:5]=[CH:4][CH:3]=1.[CH3:19]I, predict the reaction product. The product is: [CH2:1]([C:8]1[C:16]2[C:11](=[CH:12][CH:13]=[C:14]([Br:17])[CH:15]=2)[N:10]([CH3:19])[C:9]=1[CH3:18])[C:2]1[CH:3]=[CH:4][CH:5]=[CH:6][CH:7]=1. (3) Given the reactants [C:1]([N:4]1[C:13]2[C:8](=[CH:9][C:10](Br)=[CH:11][CH:12]=2)[C@H:7]([NH:15][C:16](=[O:21])[O:17][CH:18]([CH3:20])[CH3:19])[CH2:6][C@@H:5]1[CH3:22])(=[O:3])[CH3:2].C(=O)([O-])[O-].[K+].[K+].CC1(C)C(C)(C)OB([C:37]2[CH:44]=[CH:43][C:40]([C:41]#[N:42])=[CH:39][CH:38]=2)O1.C(O)C, predict the reaction product. The product is: [C:1]([N:4]1[C:13]2[C:8](=[CH:9][C:10]([C:37]3[CH:44]=[CH:43][C:40]([C:41]#[N:42])=[CH:39][CH:38]=3)=[CH:11][CH:12]=2)[C@H:7]([NH:15][C:16](=[O:21])[O:17][CH:18]([CH3:20])[CH3:19])[CH2:6][C@@H:5]1[CH3:22])(=[O:3])[CH3:2].